Dataset: Peptide-MHC class I binding affinity with 185,985 pairs from IEDB/IMGT. Task: Regression. Given a peptide amino acid sequence and an MHC pseudo amino acid sequence, predict their binding affinity value. This is MHC class I binding data. The peptide sequence is GLYIPGTSV. The MHC is HLA-A68:02 with pseudo-sequence HLA-A68:02. The binding affinity (normalized) is 0.371.